From a dataset of Forward reaction prediction with 1.9M reactions from USPTO patents (1976-2016). Predict the product of the given reaction. (1) Given the reactants C([C@H:3]([S:7]([C:35]1[CH:40]=[CH:39][CH:38]=[CH:37][CH:36]=1)(=[N:9][C:10]([C:12]1[CH:13]=[N:14][CH:15]=[C:16]([C:18]#[C:19][C:20]2[CH:25]=[CH:24][CH:23]=[C:22]([NH:26][C:27]([C:29]3[O:30][CH:31]=[CH:32][C:33]=3[CH3:34])=[O:28])[CH:21]=2)[CH:17]=1)=[O:11])=[O:8])[C:4]([O-])=[O:5])C.[CH3:41][NH:42][CH2:43][CH:44]([OH:47])[CH2:45][OH:46], predict the reaction product. The product is: [OH:47][CH:44]([CH2:45][OH:46])[CH2:43][N:42]([CH3:41])[C:4](=[O:5])[CH2:3][S:7](=[O:8])([C:35]1[CH:36]=[CH:37][CH:38]=[CH:39][CH:40]=1)=[N:9][C:10](=[O:11])[C:12]1[CH:17]=[C:16]([C:18]#[C:19][C:20]2[CH:25]=[CH:24][CH:23]=[C:22]([NH:26][C:27]([C:29]3[O:30][CH:31]=[CH:32][C:33]=3[CH3:34])=[O:28])[CH:21]=2)[CH:15]=[N:14][CH:13]=1. (2) Given the reactants [CH3:1][C:2]1([CH3:19])[C:10]2[C:5](=[CH:6][C:7]([N+:15]([O-:17])=[O:16])=[C:8]([NH:11]C(=O)C)[CH:9]=2)[NH:4][C:3]1=[O:18].Br[CH2:21][CH2:22][CH2:23][O:24][CH2:25][C:26]1[CH:31]=[CH:30][CH:29]=[CH:28][CH:27]=1.C([O-])([O-])=O.[K+].[K+], predict the reaction product. The product is: [NH2:11][C:8]1[CH:9]=[C:10]2[C:5](=[CH:6][C:7]=1[N+:15]([O-:17])=[O:16])[N:4]([CH2:21][CH2:22][CH2:23][O:24][CH2:25][C:26]1[CH:31]=[CH:30][CH:29]=[CH:28][CH:27]=1)[C:3](=[O:18])[C:2]2([CH3:1])[CH3:19]. (3) Given the reactants [O:1]=[O+][O-].[Cl:4][C:5]1[C:31]([C:32]([F:35])([F:34])[F:33])=[CH:30][CH:29]=[CH:28][C:6]=1[C:7]([NH:9][CH:10]([C:12]1[N:13]=[N:14][N:15]([C:22]2[N:27]=[CH:26][CH:25]=[CH:24][N:23]=2)[C:16]=1[CH2:17][CH:18]=C(C)C)[CH3:11])=[O:8].[BH4-].[Na+], predict the reaction product. The product is: [Cl:4][C:5]1[C:31]([C:32]([F:35])([F:34])[F:33])=[CH:30][CH:29]=[CH:28][C:6]=1[C:7]([NH:9][CH:10]([C:12]1[N:13]=[N:14][N:15]([C:22]2[N:27]=[CH:26][CH:25]=[CH:24][N:23]=2)[C:16]=1[CH2:17][CH2:18][OH:1])[CH3:11])=[O:8]. (4) Given the reactants Br[C:2]1[CH:15]=[CH:14][C:5]([C:6]([NH:8][CH2:9][CH2:10][N:11]([CH3:13])[CH3:12])=[O:7])=[C:4]([F:16])[CH:3]=1.CN(C)CCNC(=O)C1C=CC([NH:29][C:30]2[N:35]=[C:34]([C:36]3[N:37]([CH:42]([CH3:44])[CH3:43])[C:38]([CH3:41])=[N:39][CH:40]=3)[CH:33]=[CH:32][N:31]=2)=CC=1, predict the reaction product. The product is: [CH3:12][N:11]([CH3:13])[CH2:10][CH2:9][NH:8][C:6](=[O:7])[C:5]1[CH:14]=[CH:15][C:2]([NH:29][C:30]2[N:35]=[C:34]([C:36]3[N:37]([CH:42]([CH3:44])[CH3:43])[C:38]([CH3:41])=[N:39][CH:40]=3)[CH:33]=[CH:32][N:31]=2)=[CH:3][C:4]=1[F:16]. (5) Given the reactants [CH3:1][N:2]([CH2:13][C:14]1[N:18]([CH2:19][CH2:20][NH:21]C(=O)OC(C)(C)C)[C:17]2[CH:29]=[CH:30][CH:31]=[CH:32][C:16]=2[N:15]=1)[CH:3]1[C:12]2[N:11]=[CH:10][CH:9]=[CH:8][C:7]=2[CH2:6][CH2:5][CH2:4]1.Cl.O1CCOCC1, predict the reaction product. The product is: [NH2:21][CH2:20][CH2:19][N:18]1[C:17]2[CH:29]=[CH:30][CH:31]=[CH:32][C:16]=2[N:15]=[C:14]1[CH2:13][N:2]([CH3:1])[CH:3]1[C:12]2[N:11]=[CH:10][CH:9]=[CH:8][C:7]=2[CH2:6][CH2:5][CH2:4]1.